This data is from Full USPTO retrosynthesis dataset with 1.9M reactions from patents (1976-2016). The task is: Predict the reactants needed to synthesize the given product. (1) The reactants are: [CH3:1][CH:2]([CH3:24])[CH2:3][CH2:4][NH:5][C:6]([C:8]1[C:9]([C:20]([F:23])([F:22])[F:21])=[N:10][C:11]([N:14]2[CH2:19][CH2:18][NH:17][CH2:16][CH2:15]2)=[N:12][CH:13]=1)=[O:7].C(N(C(C)C)CC)(C)C.[F:34][C:35]([F:46])([F:45])[C:36]1[CH:44]=[CH:43][CH:42]=[CH:41][C:37]=1[C:38](Cl)=[O:39]. Given the product [CH3:1][CH:2]([CH3:24])[CH2:3][CH2:4][NH:5][C:6]([C:8]1[C:9]([C:20]([F:23])([F:21])[F:22])=[N:10][C:11]([N:14]2[CH2:19][CH2:18][N:17]([C:38](=[O:39])[C:37]3[CH:41]=[CH:42][CH:43]=[CH:44][C:36]=3[C:35]([F:34])([F:45])[F:46])[CH2:16][CH2:15]2)=[N:12][CH:13]=1)=[O:7], predict the reactants needed to synthesize it. (2) Given the product [F:13][C:10]1[CH:11]=[C:12]2[C:7](=[CH:8][C:9]=1[CH3:14])[NH:6][C:4](=[O:5])[CH2:3][CH2:2]2.[F:13][C:10]1[C:9]([CH3:14])=[C:8]2[C:7](=[CH:12][CH:11]=1)[NH:6][C:4](=[O:5])[CH2:3][CH2:2]2, predict the reactants needed to synthesize it. The reactants are: Cl[CH2:2][CH2:3][C:4]([NH:6][C:7]1[CH:12]=[CH:11][C:10]([F:13])=[C:9]([CH3:14])[CH:8]=1)=[O:5].ClCCC(Cl)=O.C([O-])([O-])=O.[K+].[K+].[Al+3].[Cl-].[Cl-].[Cl-].Cl. (3) Given the product [Cl:1][C:2]1[CH:3]=[C:4]([CH:10]=[CH:11][C:12]=1[NH:13][C:14]1[N:15]=[C:16]([O:39][CH3:40])[C:17]2[C:22]([C:23]3[CH:28]=[CH:27][C:26]4[NH:29][C:41]([CH3:42])=[N:30][C:25]=4[CH:24]=3)=[CH:21][N:20]([CH2:31][O:32][CH2:33][CH2:34][Si:35]([CH3:37])([CH3:36])[CH3:38])[C:18]=2[N:19]=1)[C:5]([N:7]([CH3:9])[CH3:8])=[O:6], predict the reactants needed to synthesize it. The reactants are: [Cl:1][C:2]1[CH:3]=[C:4]([CH:10]=[CH:11][C:12]=1[NH:13][C:14]1[N:15]=[C:16]([O:39][CH3:40])[C:17]2[C:22]([C:23]3[CH:28]=[CH:27][C:26]([NH2:29])=[C:25]([NH2:30])[CH:24]=3)=[CH:21][N:20]([CH2:31][O:32][CH2:33][CH2:34][Si:35]([CH3:38])([CH3:37])[CH3:36])[C:18]=2[N:19]=1)[C:5]([N:7]([CH3:9])[CH3:8])=[O:6].[C:41](O)(=O)[CH3:42]. (4) Given the product [CH:19]1([C:22]([N:15]2[C:14](=[O:16])[O:13][N:12]=[C:11]2[C:7]2[CH:6]=[C:5]([C:4]([F:3])([F:17])[F:18])[CH:10]=[CH:9][N:8]=2)=[O:23])[CH2:21][CH2:20]1, predict the reactants needed to synthesize it. The reactants are: [H-].[Na+].[F:3][C:4]([F:18])([F:17])[C:5]1[CH:10]=[CH:9][N:8]=[C:7]([C:11]2[NH:12][O:13][C:14](=[O:16])[N:15]=2)[CH:6]=1.[CH:19]1([C:22](Cl)=[O:23])[CH2:21][CH2:20]1.[Cl-].[NH4+]. (5) Given the product [CH3:1][C:2]1[N:7]=[C:6]([C:8]2[NH:12][C:11]([CH2:13][C:14]3[CH:20]=[CH:19][CH:18]=[C:16]([N:17]4[CH2:35][CH2:34][CH2:33][CH2:32]4)[CH:15]=3)=[N:10][C:9]=2[C:21]2[CH:22]=[C:23]3[C:28](=[CH:29][CH:30]=2)[N:27]=[CH:26][CH:25]=[CH:24]3)[CH:5]=[CH:4][CH:3]=1, predict the reactants needed to synthesize it. The reactants are: [CH3:1][C:2]1[N:7]=[C:6]([C:8]2[NH:12][C:11]([CH2:13][C:14]3[CH:15]=[C:16]([CH:18]=[CH:19][CH:20]=3)[NH2:17])=[N:10][C:9]=2[C:21]2[CH:22]=[C:23]3[C:28](=[CH:29][CH:30]=2)[N:27]=[CH:26][CH:25]=[CH:24]3)[CH:5]=[CH:4][CH:3]=1.Br[CH2:32][CH2:33][CH2:34][CH2:35]Br.O.